This data is from Catalyst prediction with 721,799 reactions and 888 catalyst types from USPTO. The task is: Predict which catalyst facilitates the given reaction. Reactant: [Cl:1][C:2]1[N:10]=[CH:9][C:8]([CH:11]2[CH2:13][CH2:12]2)=[CH:7][C:3]=1[C:4]([OH:6])=[O:5].C(OC(O[C:17]([CH3:20])([CH3:19])[CH3:18])=O)(O[C:17]([CH3:20])([CH3:19])[CH3:18])=O.C(O)(C)(C)C. Product: [Cl:1][C:2]1[N:10]=[CH:9][C:8]([CH:11]2[CH2:12][CH2:13]2)=[CH:7][C:3]=1[C:4]([O:6][C:17]([CH3:20])([CH3:19])[CH3:18])=[O:5]. The catalyst class is: 119.